This data is from Reaction yield outcomes from USPTO patents with 853,638 reactions. The task is: Predict the reaction yield, written as a fraction of the theoretical maximum amount of product (1.0 means a 100% yield; for example, 0.34 means a 34% yield). The reactants are [CH:1]1([C:16]([OH:18])=[O:17])[CH2:6][CH:5]([C:7]([OH:9])=O)[CH:4]([C:10]([OH:12])=[O:11])[CH2:3][CH:2]1[C:13]([OH:15])=O.C(OC(=O)C)(=O)C. No catalyst specified. The product is [CH2:6]1[CH:1]2[C:16]([O:18][C:13](=[O:15])[CH:2]2[CH2:3][CH:4]2[C:10]([O:11][C:7](=[O:9])[CH:5]12)=[O:12])=[O:17]. The yield is 0.966.